Task: Predict the reaction yield, written as a fraction of the theoretical maximum amount of product (1.0 means a 100% yield; for example, 0.34 means a 34% yield).. Dataset: Reaction yield outcomes from USPTO patents with 853,638 reactions (1) The reactants are [O:1]1[CH2:5][CH2:4][CH2:3][C@@H:2]1[CH2:6]O.[NH:8]([C:17]([O:19][C:20]([CH3:23])([CH3:22])[CH3:21])=[O:18])[NH:9][C:10]([O:12][C:13]([CH3:16])([CH3:15])[CH3:14])=[O:11].C1(P(C2C=CC=CC=2)C2C=CC=CC=2)C=CC=CC=1.N(/C(OC(C)(C)C)=O)=N\C(OC(C)(C)C)=O. The catalyst is C1COCC1.O. The product is [O:1]1[CH2:5][CH2:4][CH2:3][C@@H:2]1[CH2:6][N:8]([C:17]([O:19][C:20]([CH3:23])([CH3:22])[CH3:21])=[O:18])[NH:9][C:10]([O:12][C:13]([CH3:14])([CH3:15])[CH3:16])=[O:11]. The yield is 0.820. (2) The product is [F:17][C:14]([F:15])([F:16])[C:10](=[O:13])[CH2:9][C:8]([C:6]1[CH:7]=[C:2]([F:1])[CH:3]=[CH:4][C:5]=1[O:20][CH3:21])([CH3:19])[CH3:18]. The catalyst is CO.CCOCC.CCCCCC. The yield is 0.870. The reactants are [F:1][C:2]1[CH:3]=[CH:4][C:5]([O:20][CH3:21])=[C:6]([C:8]([CH3:19])([CH3:18])[CH2:9][C:10]([C:14]([F:17])([F:16])[F:15])([OH:13])CO)[CH:7]=1.I([O-])(=O)(=O)=O.[Na+]. (3) The reactants are [F:1][C:2]1[CH:3]=[C:4]([CH:6]=[CH:7][C:8]=1I)[NH2:5].C(=O)([O-])[O-].[K+].[K+].[C:16]1(B2OC(C)(C)C(C)(C)O2)[CH2:21][CH2:20][CH2:19][CH2:18][CH:17]=1. The catalyst is C(COC)OC.O. The product is [C:16]1([C:8]2[CH:7]=[CH:6][C:4]([NH2:5])=[CH:3][C:2]=2[F:1])[CH2:21][CH2:20][CH2:19][CH2:18][CH:17]=1. The yield is 0.630. (4) The reactants are [F:1][C:2]1[CH:3]=[C:4]([C:8]2[N:9]=[C:10]([NH2:21])[C:11](N)=[N:12][C:13]=2[C:14]2[CH:19]=[CH:18][N:17]=[CH:16][CH:15]=2)[CH:5]=[CH:6][CH:7]=1.N([O-])=[O:23].[Na+].C([O-])(O)=O.[Na+]. The catalyst is Cl.O. The product is [NH2:21][C:10]1[C:11]([OH:23])=[N:12][C:13]([C:14]2[CH:19]=[CH:18][N:17]=[CH:16][CH:15]=2)=[C:8]([C:4]2[CH:5]=[CH:6][CH:7]=[C:2]([F:1])[CH:3]=2)[N:9]=1. The yield is 0.360. (5) The yield is 0.940. The reactants are [OH:1][CH:2]([CH3:5])[CH2:3][NH2:4].C[C:7]1([CH3:27])[C:11]([C:12]([OH:14])=O)=[CH:10][NH:9][CH:8]1/[CH:15]=[C:16]1\[C:17](=[O:26])[NH:18][C:19]2[C:24]\1=[CH:23][C:22]([Cl:25])=[CH:21][CH:20]=2.CN(C(O[N:36]1[N:44]=[N:43]C2C=CC=[N:42][C:37]1=2)=[N+](C)C)C.F[P-](F)(F)(F)(F)F.[CH3:52]CN(C(C)C)C(C)C. The product is [Cl:25][C:22]1[CH:23]=[C:24]2[C:19](=[CH:20][CH:21]=1)[NH:18][C:17](=[O:26])/[C:16]/2=[CH:15]\[C:8]1[NH:9][C:10]([CH3:52])=[C:11]([C:12]([NH:4][CH2:3][CH:2]([OH:1])[CH2:5][N:44]2[N:43]=[N:42][CH:37]=[N:36]2)=[O:14])[C:7]=1[CH3:27]. The catalyst is CN(C=O)C.C(Cl)(Cl)Cl.